Dataset: NCI-60 drug combinations with 297,098 pairs across 59 cell lines. Task: Regression. Given two drug SMILES strings and cell line genomic features, predict the synergy score measuring deviation from expected non-interaction effect. (1) Synergy scores: CSS=22.3, Synergy_ZIP=-12.2, Synergy_Bliss=-3.33, Synergy_Loewe=-5.09, Synergy_HSA=0.852. Drug 1: C1C(C(OC1N2C=C(C(=O)NC2=O)F)CO)O. Cell line: NCI/ADR-RES. Drug 2: C1CCC(C(C1)N)N.C(=O)(C(=O)[O-])[O-].[Pt+4]. (2) Drug 1: C1=CC(=CC=C1CC(C(=O)O)N)N(CCCl)CCCl.Cl. Drug 2: C(CCl)NC(=O)N(CCCl)N=O. Cell line: NCI-H522. Synergy scores: CSS=11.9, Synergy_ZIP=-5.16, Synergy_Bliss=0.881, Synergy_Loewe=-4.34, Synergy_HSA=0.613. (3) Drug 1: C(=O)(N)NO. Drug 2: C1C(C(OC1N2C=NC3=C2NC=NCC3O)CO)O. Cell line: IGROV1. Synergy scores: CSS=-0.154, Synergy_ZIP=0.373, Synergy_Bliss=-0.616, Synergy_Loewe=-0.851, Synergy_HSA=-1.49. (4) Cell line: SF-268. Drug 2: CC1=C(N=C(N=C1N)C(CC(=O)N)NCC(C(=O)N)N)C(=O)NC(C(C2=CN=CN2)OC3C(C(C(C(O3)CO)O)O)OC4C(C(C(C(O4)CO)O)OC(=O)N)O)C(=O)NC(C)C(C(C)C(=O)NC(C(C)O)C(=O)NCCC5=NC(=CS5)C6=NC(=CS6)C(=O)NCCC[S+](C)C)O. Drug 1: CCCCCOC(=O)NC1=NC(=O)N(C=C1F)C2C(C(C(O2)C)O)O. Synergy scores: CSS=18.0, Synergy_ZIP=2.49, Synergy_Bliss=2.33, Synergy_Loewe=-15.7, Synergy_HSA=0.183. (5) Drug 1: CS(=O)(=O)OCCCCOS(=O)(=O)C. Drug 2: CC(C)CN1C=NC2=C1C3=CC=CC=C3N=C2N. Cell line: OVCAR3. Synergy scores: CSS=-2.21, Synergy_ZIP=-0.496, Synergy_Bliss=-3.84, Synergy_Loewe=-5.59, Synergy_HSA=-7.09. (6) Drug 1: CC12CCC(CC1=CCC3C2CCC4(C3CC=C4C5=CN=CC=C5)C)O. Drug 2: CC1=CC=C(C=C1)C2=CC(=NN2C3=CC=C(C=C3)S(=O)(=O)N)C(F)(F)F. Cell line: PC-3. Synergy scores: CSS=0.226, Synergy_ZIP=2.67, Synergy_Bliss=-6.71, Synergy_Loewe=-5.07, Synergy_HSA=-5.10. (7) Drug 1: CC1=C(C=C(C=C1)NC(=O)C2=CC=C(C=C2)CN3CCN(CC3)C)NC4=NC=CC(=N4)C5=CN=CC=C5. Drug 2: CCN(CC)CCCC(C)NC1=C2C=C(C=CC2=NC3=C1C=CC(=C3)Cl)OC. Cell line: SK-OV-3. Synergy scores: CSS=12.7, Synergy_ZIP=-3.86, Synergy_Bliss=2.77, Synergy_Loewe=-3.71, Synergy_HSA=1.72. (8) Drug 1: C1=NC2=C(N1)C(=S)N=CN2. Drug 2: C(CCl)NC(=O)N(CCCl)N=O. Cell line: 786-0. Synergy scores: CSS=36.3, Synergy_ZIP=-4.66, Synergy_Bliss=-5.59, Synergy_Loewe=-20.0, Synergy_HSA=-4.48. (9) Drug 1: C1=CC(=CC=C1CC(C(=O)O)N)N(CCCl)CCCl.Cl. Drug 2: CC1CCC2CC(C(=CC=CC=CC(CC(C(=O)C(C(C(=CC(C(=O)CC(OC(=O)C3CCCCN3C(=O)C(=O)C1(O2)O)C(C)CC4CCC(C(C4)OC)OCCO)C)C)O)OC)C)C)C)OC. Cell line: SK-MEL-28. Synergy scores: CSS=18.9, Synergy_ZIP=1.06, Synergy_Bliss=3.61, Synergy_Loewe=-1.01, Synergy_HSA=2.51. (10) Drug 1: C1C(C(OC1N2C=C(C(=O)NC2=O)F)CO)O. Drug 2: CC=C1C(=O)NC(C(=O)OC2CC(=O)NC(C(=O)NC(CSSCCC=C2)C(=O)N1)C(C)C)C(C)C. Cell line: RXF 393. Synergy scores: CSS=31.3, Synergy_ZIP=-9.23, Synergy_Bliss=-4.08, Synergy_Loewe=-5.22, Synergy_HSA=-1.70.